Dataset: Catalyst prediction with 721,799 reactions and 888 catalyst types from USPTO. Task: Predict which catalyst facilitates the given reaction. (1) Reactant: [CH3:1][CH:2]([O:4][CH2:5][CH2:6][O:7][C:8]1[N:16]=[C:15]2[C:11]([N:12]=[C:13]([O:24]C)[N:14]2[CH2:17][CH:18]2[CH2:23][CH2:22][O:21][CH2:20][CH2:19]2)=[C:10]([NH2:26])[N:9]=1)[CH3:3].Cl.[OH-].[Na+]. Product: [NH2:26][C:10]1[N:9]=[C:8]([O:7][CH2:6][CH2:5][O:4][CH:2]([CH3:3])[CH3:1])[N:16]=[C:15]2[C:11]=1[NH:12][C:13](=[O:24])[N:14]2[CH2:17][CH:18]1[CH2:23][CH2:22][O:21][CH2:20][CH2:19]1. The catalyst class is: 71. (2) Reactant: [CH:1](=O)[C:2]1[CH:7]=[CH:6][C:5]([O:8][CH3:9])=[CH:4][CH:3]=1.[N+:11]([C:14]1[CH:19]=[C:18]([N+:20]([O-:22])=[O:21])[CH:17]=[CH:16][C:15]=1[CH3:23])([O-:13])=[O:12].N1CCCCC1. Product: [CH3:9][O:8][C:5]1[CH:6]=[CH:7][C:2]([CH:1]=[CH:23][C:15]2[CH:16]=[CH:17][C:18]([N+:20]([O-:22])=[O:21])=[CH:19][C:14]=2[N+:11]([O-:13])=[O:12])=[CH:3][CH:4]=1. The catalyst class is: 113.